From a dataset of Peptide-MHC class II binding affinity with 134,281 pairs from IEDB. Regression. Given a peptide amino acid sequence and an MHC pseudo amino acid sequence, predict their binding affinity value. This is MHC class II binding data. (1) The peptide sequence is MKTVGDKLEAFTVVAAKPGF. The MHC is DRB1_1101 with pseudo-sequence DRB1_1101. The binding affinity (normalized) is 0.503. (2) The peptide sequence is LPADLMIRIIAQGPK. The MHC is HLA-DPA10201-DPB11401 with pseudo-sequence HLA-DPA10201-DPB11401. The binding affinity (normalized) is 0.179. (3) The peptide sequence is DKCPSTGEAHLAEEN. The MHC is HLA-DQA10501-DQB10302 with pseudo-sequence HLA-DQA10501-DQB10302. The binding affinity (normalized) is 0.352. (4) The peptide sequence is KSHFAIGLALYYPSA. The MHC is DRB5_0101 with pseudo-sequence DRB5_0101. The binding affinity (normalized) is 0.622. (5) The peptide sequence is YVYEPFPKEVWEQIF. The binding affinity (normalized) is 0.0142. The MHC is HLA-DQA10501-DQB10301 with pseudo-sequence HLA-DQA10501-DQB10301. (6) The peptide sequence is VFNICQAVTANVNAL. The MHC is DRB1_0301 with pseudo-sequence DRB1_0301. The binding affinity (normalized) is 0.468. (7) The peptide sequence is IYECKGVTVKDVTIT. The MHC is HLA-DQA10102-DQB10502 with pseudo-sequence HLA-DQA10102-DQB10502. The binding affinity (normalized) is 0.0752. (8) The peptide sequence is IPVFLQEALNIALVA. The MHC is DRB1_0405 with pseudo-sequence DRB1_0405. The binding affinity (normalized) is 0.688. (9) The peptide sequence is KKLVSGWNSITVMPLLC. The MHC is DRB1_0301 with pseudo-sequence DRB1_0301. The binding affinity (normalized) is 0.298.